From a dataset of Forward reaction prediction with 1.9M reactions from USPTO patents (1976-2016). Predict the product of the given reaction. (1) Given the reactants Cl.[F:2][C:3]1[CH:8]=[CH:7][C:6]([S:9]([N:12]2[CH2:17][CH2:16][NH:15][CH2:14][C:13]2=[O:18])(=[O:11])=[O:10])=[C:5]([N+:19]([O-:21])=[O:20])[CH:4]=1.[CH:22]([O:35][C:36]([NH:38][C:39]1[CH:44]=[CH:43][N:42]([CH2:45][C:46](O)=[O:47])[C:41](=[O:49])[N:40]=1)=[O:37])([C:29]1[CH:34]=[CH:33][CH:32]=[CH:31][CH:30]=1)[C:23]1[CH:28]=[CH:27][CH:26]=[CH:25][CH:24]=1, predict the reaction product. The product is: [CH:22]([O:35][C:36]([NH:38][C:39]1[CH:44]=[CH:43][N:42]([CH2:45][C:46]([N:15]2[CH2:16][CH2:17][N:12]([S:9]([C:6]3[CH:7]=[CH:8][C:3]([F:2])=[CH:4][C:5]=3[N+:19]([O-:21])=[O:20])(=[O:11])=[O:10])[C:13](=[O:18])[CH2:14]2)=[O:47])[C:41](=[O:49])[N:40]=1)=[O:37])([C:23]1[CH:24]=[CH:25][CH:26]=[CH:27][CH:28]=1)[C:29]1[CH:34]=[CH:33][CH:32]=[CH:31][CH:30]=1. (2) Given the reactants Cl[C:2]1[C:11]2[C:6](=[CH:7][CH:8]=[C:9]([CH3:12])[CH:10]=2)[N:5]=[C:4]([N:13]2[CH2:19][C:18]3[CH:20]=[CH:21][CH:22]=[CH:23][C:17]=3[S:16](=[O:25])(=[O:24])[CH2:15][CH2:14]2)[CH:3]=1.[NH2:26][CH2:27][C:28]1([NH2:32])[CH2:31][CH2:30][CH2:29]1, predict the reaction product. The product is: [NH2:32][C:28]1([CH2:27][NH:26][C:2]2[C:11]3[C:6](=[CH:7][CH:8]=[C:9]([CH3:12])[CH:10]=3)[N:5]=[C:4]([N:13]3[CH2:19][C:18]4[CH:20]=[CH:21][CH:22]=[CH:23][C:17]=4[S:16](=[O:25])(=[O:24])[CH2:15][CH2:14]3)[CH:3]=2)[CH2:31][CH2:30][CH2:29]1. (3) Given the reactants [C:1]([C:5]1[N:10]=[C:9]([N:11]2[CH2:16][CH2:15][N:14]([CH2:17][CH2:18][CH2:19][CH2:20][NH2:21])[CH2:13][CH2:12]2)[CH:8]=[C:7]([C:22]([F:25])([F:24])[F:23])[N:6]=1)([CH3:4])([CH3:3])[CH3:2].C1N=CN([C:31](N2C=NC=C2)=[O:32])C=1.[CH:38]1([N:41]2[CH2:46][CH2:45][NH:44][CH:43]([C:47]3[CH:52]=[CH:51][CH:50]=[CH:49][CH:48]=3)[CH2:42]2)[CH2:40][CH2:39]1, predict the reaction product. The product is: [C:1]([C:5]1[N:10]=[C:9]([N:11]2[CH2:16][CH2:15][N:14]([CH2:17][CH2:18][CH2:19][CH2:20][NH:21][C:31]([N:44]3[CH2:45][CH2:46][N:41]([CH:38]4[CH2:40][CH2:39]4)[CH2:42][CH:43]3[C:47]3[CH:52]=[CH:51][CH:50]=[CH:49][CH:48]=3)=[O:32])[CH2:13][CH2:12]2)[CH:8]=[C:7]([C:22]([F:24])([F:25])[F:23])[N:6]=1)([CH3:4])([CH3:2])[CH3:3].